Dataset: Reaction yield outcomes from USPTO patents with 853,638 reactions. Task: Predict the reaction yield, written as a fraction of the theoretical maximum amount of product (1.0 means a 100% yield; for example, 0.34 means a 34% yield). (1) The reactants are CO[C:3](=[O:21])[C:4]1[CH:9]=[C:8]([C:10]2[CH:15]=[CH:14][N:13]=[N:12][CH:11]=2)[C:7]([C:16]([F:19])([F:18])[F:17])=[CH:6][C:5]=1[NH2:20].ClC([O:25][C:26]1C=CC(Cl)=CC=1)=O.[CH3:33][S:34]([NH:37][NH2:38])(=[O:36])=[O:35].CCN(C(C)C)C(C)C. The catalyst is O1CCOCC1. The product is [O:25]=[C:26]1[N:38]([NH:37][S:34]([CH3:33])(=[O:36])=[O:35])[C:3](=[O:21])[C:4]2[C:5](=[CH:6][C:7]([C:16]([F:19])([F:18])[F:17])=[C:8]([C:10]3[CH:15]=[CH:14][N:13]=[N:12][CH:11]=3)[CH:9]=2)[NH:20]1. The yield is 0.390. (2) The reactants are [OH:1][C:2]1[N:6]([C:7]2[CH:12]=[C:11]([C:13]#[N:14])[CH:10]=[CH:9][N:8]=2)[N:5]=[CH:4][CH:3]=1.[F:15][C:16]1[CH:23]=[CH:22][C:19]([CH2:20]O)=[CH:18][CH:17]=1.C1C=CC(P(C2C=CC=CC=2)C2C=CC=CC=2)=CC=1.CN(C(/N=N/C(N(C)C)=O)=O)C. The catalyst is C1COCC1. The product is [F:15][C:16]1[CH:23]=[CH:22][C:19]([CH2:20][O:1][C:2]2[N:6]([C:7]3[CH:12]=[C:11]([C:13]#[N:14])[CH:10]=[CH:9][N:8]=3)[N:5]=[CH:4][CH:3]=2)=[CH:18][CH:17]=1. The yield is 0.130. (3) The reactants are O.O.Cl.[NH2:4][C:5]1[N:14]=[C:13]([NH2:15])[C:12]2[C:7](=[N:8][CH:9]=[C:10]([CH2:16][N:17]([CH3:27])[C:18]3[CH:26]=[CH:25][C:21]([C:22]([OH:24])=O)=[CH:20][CH:19]=3)[N:11]=2)[N:6]=1.NC1N=C(N)C2C(=NC=C(C[N:41]([C:43]3[CH:51]=CC(C(O)=O)=C[CH:44]=3)C)N=2)N=1.O.O.C([P:56](=[O:63])([O:60][CH2:61][CH3:62])[O:57][CH2:58][CH3:59])#N.CCN(C(C)C)C(C)C.C(OP(CCCN)(=O)OCC)C. The yield is 0.750. The catalyst is CN(C=O)C. The product is [CH2:58]([O:57][P:56]([CH2:51][CH:43]([NH:41][C:22](=[O:24])[C:21]1[CH:20]=[CH:19][C:18]([N:17]([CH2:16][C:10]2[N:11]=[C:12]3[C:7](=[N:8][CH:9]=2)[N:6]=[C:5]([NH2:4])[N:14]=[C:13]3[NH2:15])[CH3:27])=[CH:26][CH:25]=1)[CH3:44])(=[O:63])[O:60][CH2:61][CH3:62])[CH3:59]. (4) The reactants are [Cl:1][C:2]1[CH:7]=[CH:6][C:5]([CH:8]([NH2:30])[C:9]2[CH:14]=[CH:13][C:12]([C:15]3[N:23]=[CH:22][N:21]=[C:20]4[C:16]=3[N:17]=[CH:18][N:19]4C3CCCCO3)=[CH:11][CH:10]=2)=[CH:4][CH:3]=1.Cl. The catalyst is CO.O1CCOCC1. The product is [Cl:1][C:2]1[CH:7]=[CH:6][C:5]([CH:8]([NH2:30])[C:9]2[CH:14]=[CH:13][C:12]([C:15]3[N:23]=[CH:22][N:21]=[C:20]4[C:16]=3[N:17]=[CH:18][NH:19]4)=[CH:11][CH:10]=2)=[CH:4][CH:3]=1. The yield is 0.730. (5) The reactants are [C:1]([O:10]C)(=O)[C:2]1[C:3](=[CH:5][CH:6]=[CH:7][CH:8]=1)[SH:4].[C:12]([C:14]1[CH:19]=[CH:18][CH:17]=[C:16]([N:20]2[CH2:25][CH2:24][CH2:23][CH2:22][CH2:21]2)[N:15]=1)#[N:13].C(N(CC)CC)C. The catalyst is C1(C)C=CC=CC=1. The product is [N:20]1([C:16]2[N:15]=[C:14]([C:12]3[S:4][C:3]4[CH:5]=[CH:6][CH:7]=[CH:8][C:2]=4[C:1](=[O:10])[N:13]=3)[CH:19]=[CH:18][CH:17]=2)[CH2:21][CH2:22][CH2:23][CH2:24][CH2:25]1. The yield is 0.130. (6) The reactants are [CH3:1][N:2]([CH:10]1[CH2:14][CH2:13][N:12]([C:15]2[CH:20]=[CH:19][C:18]([N+:21]([O-])=O)=[CH:17][N:16]=2)[CH2:11]1)[C:3](=[O:9])[O:4][C:5]([CH3:8])([CH3:7])[CH3:6].[H][H]. The catalyst is C1COCC1.[Pd]. The product is [NH2:21][C:18]1[CH:19]=[CH:20][C:15]([N:12]2[CH2:13][CH2:14][CH:10]([N:2]([CH3:1])[C:3](=[O:9])[O:4][C:5]([CH3:6])([CH3:7])[CH3:8])[CH2:11]2)=[N:16][CH:17]=1. The yield is 1.00.